From a dataset of Full USPTO retrosynthesis dataset with 1.9M reactions from patents (1976-2016). Predict the reactants needed to synthesize the given product. (1) The reactants are: [Cl-].[CH3:2][O:3]C[P+](C1C=CC=CC=1)(C1C=CC=CC=1)C1C=CC=CC=1.CC(C)([O-])C.[K+].[CH2:30]([O:37][C:38]([N:40]1[CH:45]2[CH2:46][CH2:47][CH:41]1[CH2:42][C:43](=O)[CH2:44]2)=[O:39])[C:31]1[CH:36]=[CH:35][CH:34]=[CH:33][CH:32]=1.Cl. Given the product [CH2:30]([O:37][C:38]([N:40]1[CH:45]2[CH2:46][CH2:47][CH:41]1[CH2:42][CH:43]([CH:2]=[O:3])[CH2:44]2)=[O:39])[C:31]1[CH:36]=[CH:35][CH:34]=[CH:33][CH:32]=1, predict the reactants needed to synthesize it. (2) Given the product [NH:1]1[C:5]2[CH:6]=[CH:7][CH:8]=[CH:9][C:4]=2[N:3]=[C:2]1[CH:10]([O:24][CH:25]1[CH2:30][CH2:29][N:28]([CH3:31])[CH2:27][CH2:26]1)[C:11]1[CH:12]=[C:13]([S:17][CH2:18][CH2:19][CH2:20][CH2:21][CH2:22][N:55]2[C:51](=[O:61])[C:52]3[C:53](=[CH:57][CH:58]=[CH:59][CH:60]=3)[C:54]2=[O:56])[CH:14]=[CH:15][CH:16]=1, predict the reactants needed to synthesize it. The reactants are: [NH:1]1[C:5]2[CH:6]=[CH:7][CH:8]=[CH:9][C:4]=2[N:3]=[C:2]1[CH:10]([O:24][CH:25]1[CH2:30][CH2:29][N:28]([CH3:31])[CH2:27][CH2:26]1)[C:11]1[CH:12]=[C:13]([S:17][CH2:18][CH2:19][CH2:20][CH2:21][CH2:22]O)[CH:14]=[CH:15][CH:16]=1.C1(P(C2C=CC=CC=2)C2C=CC=CC=2)C=CC=CC=1.[C:51]1(=[O:61])[NH:55][C:54](=[O:56])[C:53]2=[CH:57][CH:58]=[CH:59][CH:60]=[C:52]12.N(C(OCC)=O)=NC(OCC)=O. (3) Given the product [Cl:8][C:4]1[CH:5]=[CH:6][CH:7]=[C:2]([Cl:1])[C:3]=1[C:9]1[NH:10][C:11]2[CH:17]=[C:16]([NH:18][C:28]([NH:27][C:22]3[CH:23]=[CH:24][C:25]([CH3:26])=[C:20]([CH3:19])[CH:21]=3)=[O:29])[CH:15]=[CH:14][C:12]=2[N:13]=1, predict the reactants needed to synthesize it. The reactants are: [Cl:1][C:2]1[CH:7]=[CH:6][CH:5]=[C:4]([Cl:8])[C:3]=1[C:9]1[NH:10][C:11]2[CH:17]=[C:16]([NH2:18])[CH:15]=[CH:14][C:12]=2[N:13]=1.[CH3:19][C:20]1[CH:21]=[C:22]([N:27]=[C:28]=[O:29])[CH:23]=[CH:24][C:25]=1[CH3:26].C(OCC)(=O)C. (4) Given the product [C:1]([C:3]1[CH:4]=[CH:5][C:6]([CH2:7][CH:8](/[CH:21]=[CH:22]/[C:23]2[CH:28]=[CH:27][CH:26]=[CH:25][C:24]=2[O:29][CH2:33][C:34]2[CH:35]=[CH:36][C:37]([C:40]([F:49])([C:41]([F:42])([F:43])[F:44])[C:45]([F:47])([F:48])[F:46])=[CH:38][CH:39]=2)[CH2:9][CH2:10][C:11]2[CH:20]=[CH:19][C:14]([C:15]([O:17][CH3:18])=[O:16])=[CH:13][CH:12]=2)=[CH:30][CH:31]=1)#[N:2], predict the reactants needed to synthesize it. The reactants are: [C:1]([C:3]1[CH:31]=[CH:30][C:6]([CH2:7][CH:8](/[CH:21]=[CH:22]/[C:23]2[CH:28]=[CH:27][CH:26]=[CH:25][C:24]=2[OH:29])[CH2:9][CH2:10][C:11]2[CH:20]=[CH:19][C:14]([C:15]([O:17][CH3:18])=[O:16])=[CH:13][CH:12]=2)=[CH:5][CH:4]=1)#[N:2].Cl[CH2:33][C:34]1[CH:39]=[CH:38][C:37]([C:40]([F:49])([C:45]([F:48])([F:47])[F:46])[C:41]([F:44])([F:43])[F:42])=[CH:36][CH:35]=1.C(=O)([O-])[O-].[K+].[K+]. (5) Given the product [CH2:8]([O:10][CH2:11][C:12]1[N:13]([CH2:25][C:26]([NH:29][C:30](=[O:44])[CH2:31][CH2:32][C:33]([NH:35][NH2:36])=[O:34])([CH3:28])[CH3:27])[C:14]2[C:23]3[CH:22]=[CH:21][CH:20]=[CH:19][C:18]=3[N:17]=[CH:16][C:15]=2[N:24]=1)[CH3:9], predict the reactants needed to synthesize it. The reactants are: FC(F)(F)C(O)=O.[CH2:8]([O:10][CH2:11][C:12]1[N:13]([CH2:25][C:26]([NH:29][C:30](=[O:44])[CH2:31][CH2:32][C:33]([NH:35][NH:36]C(OC(C)(C)C)=O)=[O:34])([CH3:28])[CH3:27])[C:14]2[C:23]3[CH:22]=[CH:21][CH:20]=[CH:19][C:18]=3[N:17]=[CH:16][C:15]=2[N:24]=1)[CH3:9]. (6) Given the product [F:1][C:2]1[CH:26]=[C:25]([F:27])[CH:24]=[CH:23][C:3]=1[O:4][C:5]1[N:10]=[C:9]2[NH:11][N:12]=[C:13]([I:14])[C:8]2=[CH:7][N:6]=1, predict the reactants needed to synthesize it. The reactants are: [F:1][C:2]1[CH:26]=[C:25]([F:27])[CH:24]=[CH:23][C:3]=1[O:4][C:5]1[N:10]=[C:9]2[N:11](COCC[Si](C)(C)C)[N:12]=[C:13]([I:14])[C:8]2=[CH:7][N:6]=1.Cl.